From a dataset of Full USPTO retrosynthesis dataset with 1.9M reactions from patents (1976-2016). Predict the reactants needed to synthesize the given product. Given the product [CH3:12][O:13][C:14]1[CH:19]=[CH:18][C:17]([C:20]2[CH:21]=[C:3]([C:2]([OH:11])=[O:23])[C:4]3[C:9](=[CH:8][CH:7]=[CH:6][CH:5]=3)[N:1]=2)=[CH:16][CH:15]=1, predict the reactants needed to synthesize it. The reactants are: [NH:1]1[C:9]2[C:4](=[CH:5][CH:6]=[CH:7][CH:8]=2)[C:3](=O)[C:2]1=[O:11].[CH3:12][O:13][C:14]1[CH:19]=[CH:18][C:17]([C:20](=O)[CH3:21])=[CH:16][CH:15]=1.[OH-:23].[K+].